From a dataset of Forward reaction prediction with 1.9M reactions from USPTO patents (1976-2016). Predict the product of the given reaction. (1) Given the reactants C(C1C2OC(CN)CC=2C=CC=1)(C)C.C(N(C(C)C)CC)(C)C.ClC(OCC1C=CC=CC=1)=O.[CH2:35]([O:42][C:43](=[O:60])[NH:44][CH2:45][CH:46]1[CH2:50][C:49]2[CH:51]=[CH:52][CH:53]=[C:54]([CH:55]3[CH2:59]CC[CH2:56]3)[C:48]=2[O:47]1)[C:36]1[CH:41]=[CH:40][CH:39]=[CH:38][CH:37]=1, predict the reaction product. The product is: [CH2:35]([O:42][C:43](=[O:60])[NH:44][CH2:45][CH:46]1[CH2:50][C:49]2[CH:51]=[CH:52][CH:53]=[C:54]([CH:55]([CH3:56])[CH3:59])[C:48]=2[O:47]1)[C:36]1[CH:41]=[CH:40][CH:39]=[CH:38][CH:37]=1. (2) Given the reactants [Cl:1][C:2]1[CH:7]=[CH:6][C:5]([C:8]([CH3:17])([CH3:16])[CH:9]=[CH:10][C:11]([O:13][CH2:14][CH3:15])=[O:12])=[CH:4][CH:3]=1, predict the reaction product. The product is: [Cl:1][C:2]1[CH:3]=[CH:4][C:5]([C:8]([CH3:16])([CH3:17])[CH2:9][CH2:10][C:11]([O:13][CH2:14][CH3:15])=[O:12])=[CH:6][CH:7]=1. (3) The product is: [CH:31]1([C:29]2[CH:30]=[C:25]([C:10]3([C:8]#[N:9])[CH2:16][C@@H:15]4[NH:17][C@@H:12]([CH2:13][CH2:14]4)[CH2:11]3)[CH:26]=[N:27][CH:28]=2)[CH2:32][CH2:33]1.[F:1][C:2]([F:7])([F:6])[C:3]([O-:5])=[O:4]. Given the reactants [F:1][C:2]([F:7])([F:6])[C:3]([OH:5])=[O:4].[C:8]([C:10]1([C:25]2[CH:26]=[N:27][CH:28]=[C:29]([CH:31]3[CH2:33][CH2:32]3)[CH:30]=2)[CH2:16][C@@H:15]2[N:17](C(OC(C)(C)C)=O)[C@@H:12]([CH2:13][CH2:14]2)[CH2:11]1)#[N:9], predict the reaction product. (4) Given the reactants C(OC([NH:8][C@H:9]1[C:18]2[C:13]3=[C:14]([C:19]4[N:20]([C:23]5[CH:24]=[C:25]([C:36]([O:38][CH3:39])=[O:37])[CH:26]=[CH:27][C:28]=5[C:29]=4[CH:30]4[CH2:35][CH2:34][CH2:33][CH2:32][CH2:31]4)[CH2:21][CH2:22][N:12]3[CH2:11][CH2:10]1)[CH:15]=[CH:16][CH:17]=2)=O)(C)(C)C.Cl, predict the reaction product. The product is: [NH2:8][C@H:9]1[C:18]2[C:13]3=[C:14]([C:19]4[N:20]([C:23]5[CH:24]=[C:25]([C:36]([O:38][CH3:39])=[O:37])[CH:26]=[CH:27][C:28]=5[C:29]=4[CH:30]4[CH2:35][CH2:34][CH2:33][CH2:32][CH2:31]4)[CH2:21][CH2:22][N:12]3[CH2:11][CH2:10]1)[CH:15]=[CH:16][CH:17]=2. (5) Given the reactants [S:1]1[C:5]2[CH:6]=[CH:7][CH:8]=[CH:9][C:4]=2[C:3]([N:10]2[CH2:15][CH2:14][N:13]([CH2:16][CH2:17][C:18]3[CH:23]=[CH:22][CH:21]=[CH:20][C:19]=3[NH:24][C:25](=[O:30])[CH:26]=[C:27]([CH3:29])[CH3:28])[CH2:12][CH2:11]2)=[N:2]1.[Cl-:31].[Al+3].[Cl-].[Cl-], predict the reaction product. The product is: [ClH:31].[S:1]1[C:5]2[CH:6]=[CH:7][CH:8]=[CH:9][C:4]=2[C:3]([N:10]2[CH2:15][CH2:14][N:13]([CH2:16][CH2:17][C:18]3[CH:23]=[CH:22][CH:21]=[C:20]4[C:19]=3[NH:24][C:25](=[O:30])[CH2:26][C:27]4([CH3:28])[CH3:29])[CH2:12][CH2:11]2)=[N:2]1. (6) Given the reactants Br[C:2]1[CH:3]=[C:4]([N:8]2[CH2:13][CH2:12][N:11]([CH2:14][C:15]([N:17]3[CH2:22][CH2:21][N:20]([CH:23]4[CH2:26][CH2:25][CH2:24]4)[CH2:19][CH2:18]3)=[O:16])[CH2:10][CH2:9]2)[CH:5]=[CH:6][CH:7]=1.[C:27]1(B(O)O)[CH:32]=[CH:31][CH:30]=[CH:29][CH:28]=1, predict the reaction product. The product is: [C:2]1([C:27]2[CH:32]=[CH:31][CH:30]=[CH:29][CH:28]=2)[CH:7]=[CH:6][CH:5]=[C:4]([N:8]2[CH2:13][CH2:12][N:11]([CH2:14][C:15]([N:17]3[CH2:22][CH2:21][N:20]([CH:23]4[CH2:26][CH2:25][CH2:24]4)[CH2:19][CH2:18]3)=[O:16])[CH2:10][CH2:9]2)[CH:3]=1. (7) Given the reactants C(O[C:4](=[O:22])[C:5]([C:7]1[C:8]2[CH:21]=[CH:20][S:19][C:9]=2[N:10](C(OC(C)(C)C)=O)[CH:11]=1)=O)C.[Cl:23][C:24]1[N:33]=[C:32]([CH2:34][C:35]([NH2:37])=[O:36])[C:31]2[C:26](=[CH:27][CH:28]=[CH:29][CH:30]=2)[N:25]=1.CC([O-])(C)C.[K+].Cl, predict the reaction product. The product is: [Cl:23][C:24]1[N:33]=[C:32]([C:34]2[C:35](=[O:36])[NH:37][C:4](=[O:22])[C:5]=2[C:7]2[C:8]3[CH:21]=[CH:20][S:19][C:9]=3[NH:10][CH:11]=2)[C:31]2[C:26](=[CH:27][CH:28]=[CH:29][CH:30]=2)[N:25]=1.